From a dataset of Forward reaction prediction with 1.9M reactions from USPTO patents (1976-2016). Predict the product of the given reaction. (1) Given the reactants [CH:1]1([N:4]2[CH2:9][C:8]3([CH2:14][CH2:13][N:12](C(OC(C)(C)C)=O)[CH:11]([CH3:22])[CH2:10]3)[O:7][CH2:6][C:5]2=[O:23])[CH2:3][CH2:2]1.Cl.[Br:25][C:26]1[CH:31]=[CH:30][C:29]([S:32](Cl)(=[O:34])=[O:33])=[CH:28][CH:27]=1, predict the reaction product. The product is: [Br:25][C:26]1[CH:31]=[CH:30][C:29]([S:32]([N:12]2[CH2:13][CH2:14][C:8]3([O:7][CH2:6][C:5](=[O:23])[N:4]([CH:1]4[CH2:2][CH2:3]4)[CH2:9]3)[CH2:10][CH:11]2[CH3:22])(=[O:34])=[O:33])=[CH:28][CH:27]=1. (2) The product is: [CH:13]([C:12]1[CH:11]=[CH:15][C:21]([CH2:24][C:25]([OH:27])=[O:26])=[CH:20][CH:19]=1)=[O:14]. Given the reactants [H-].C([Al+]CC(C)C)C(C)C.[CH2:11]1[CH2:15][O:14][CH2:13][CH2:12]1.C(C1C=C[C:21]([CH2:24][C:25]([OH:27])=[O:26])=[CH:20][CH:19]=1)#N, predict the reaction product. (3) Given the reactants [Br:1][C:2]1[C:3]([Cl:20])=[C:4]2[C:10](I)=[CH:9][N:8]([CH2:12][O:13][CH2:14][CH2:15][Si:16]([CH3:19])([CH3:18])[CH3:17])[C:5]2=[N:6][CH:7]=1.[C:21]([O:25][CH2:26][C:27]1[CH:32]=[CH:31][CH:30]=[CH:29][C:28]=1B(O)O)([CH3:24])([CH3:23])[CH3:22].C(=O)([O-])[O-].[Na+].[Na+].S([O-])([O-])(=O)=O.[Na+].[Na+], predict the reaction product. The product is: [Br:1][C:2]1[C:3]([Cl:20])=[C:4]2[C:10]([C:32]3[CH:31]=[CH:30][CH:29]=[CH:28][C:27]=3[CH2:26][O:25][C:21]([CH3:24])([CH3:23])[CH3:22])=[CH:9][N:8]([CH2:12][O:13][CH2:14][CH2:15][Si:16]([CH3:19])([CH3:18])[CH3:17])[C:5]2=[N:6][CH:7]=1.